Dataset: Forward reaction prediction with 1.9M reactions from USPTO patents (1976-2016). Task: Predict the product of the given reaction. (1) Given the reactants CC(OI1(OC(C)=O)(OC(C)=O)OC(=O)C2C=CC=CC1=2)=O.[F:23][C:24]([F:70])([F:69])[C:25]1[CH:26]=[C:27]([CH:62]=[C:63]([C:65]([F:68])([F:67])[F:66])[CH:64]=1)[CH2:28][N:29]([CH2:36][C:37]1[C:38]([N:49]2[CH2:53][CH2:52][CH2:51][C@@H:50]2[C@H:54]2[CH2:59][CH2:58][C@H:57]([CH2:60][OH:61])[CH2:56][CH2:55]2)=[N:39][C:40]2[C:45]([CH:46]=1)=[CH:44][C:43]([F:47])=[C:42]([F:48])[CH:41]=2)[C:30]1[N:31]=[N:32][N:33]([CH3:35])[N:34]=1, predict the reaction product. The product is: [F:67][C:65]([F:66])([F:68])[C:63]1[CH:62]=[C:27]([CH:26]=[C:25]([C:24]([F:23])([F:69])[F:70])[CH:64]=1)[CH2:28][N:29]([CH2:36][C:37]1[C:38]([N:49]2[CH2:53][CH2:52][CH2:51][C@@H:50]2[C@H:54]2[CH2:55][CH2:56][C@H:57]([CH:60]=[O:61])[CH2:58][CH2:59]2)=[N:39][C:40]2[C:45]([CH:46]=1)=[CH:44][C:43]([F:47])=[C:42]([F:48])[CH:41]=2)[C:30]1[N:31]=[N:32][N:33]([CH3:35])[N:34]=1. (2) Given the reactants C([Li])CCC.[CH3:6][C:7]1[CH:12]=[CH:11][CH:10]=[CH:9][N:8]=1.[Br-].[Mg+2].[Br-].[Br:16][Mg:17][CH2:18][C:19]1[CH:24]=[CH:23][CH:22]=[CH:21][N:20]=1.[Br:25][C:26]1[CH:27]=[C:28]2[C:33](=[CH:34][CH:35]=1)[C:32](=[O:36])[N:31]([CH2:37][C:38]1[CH:43]=[CH:42][C:41]([S:44]([CH3:47])(=[O:46])=[O:45])=[CH:40][CH:39]=1)[C:30]([CH:48]=[O:49])=[C:29]2[C:50]1[CH:55]=[CH:54][CH:53]=[CH:52][CH:51]=1.C(=O)([O-])O.[Na+], predict the reaction product. The product is: [Br:16][Mg:17][CH2:18][C:19]1[CH:24]=[CH:23][CH:22]=[CH:21][N:20]=1.[Br:25][C:26]1[CH:27]=[C:28]2[C:33](=[CH:34][CH:35]=1)[C:32](=[O:36])[N:31]([CH2:37][C:38]1[CH:39]=[CH:40][C:41]([S:44]([CH3:47])(=[O:45])=[O:46])=[CH:42][CH:43]=1)[C:30]([CH:48]([OH:49])[CH2:6][C:7]1[CH:12]=[CH:11][CH:10]=[CH:9][N:8]=1)=[C:29]2[C:50]1[CH:51]=[CH:52][CH:53]=[CH:54][CH:55]=1. (3) Given the reactants [H-].[Na+].Br[C:4]1[CH:5]=[CH:6][C:7]([O:10][CH3:11])=[N:8][CH:9]=1.[C:12]([O:20][CH2:21][CH3:22])(=[O:19])[CH2:13][C:14]([O:16][CH2:17][CH3:18])=[O:15], predict the reaction product. The product is: [CH2:17]([O:16][C:14](=[O:15])[CH:13]([C:4]1[CH:9]=[N:8][C:7]([O:10][CH3:11])=[CH:6][CH:5]=1)[C:12]([O:20][CH2:21][CH3:22])=[O:19])[CH3:18]. (4) The product is: [Br:1][C:2]1[CH:3]=[N:4][N:5]([CH2:14][CH2:15][N:18]([CH3:19])[CH3:17])[CH:6]=1. Given the reactants [Br:1][C:2]1[CH:3]=[N:4][NH:5][CH:6]=1.C(=O)([O-])[O-].[Cs+].[Cs+].Br[CH2:14][CH2:15]Cl.[CH3:17][NH:18][CH3:19].C1COCC1, predict the reaction product. (5) Given the reactants [Cl:1][C:2]1[CH:7]=[C:6]([N+:8]([O-])=O)[C:5]([F:11])=[CH:4][C:3]=1[OH:12].[NH4+].[Cl-], predict the reaction product. The product is: [NH2:8][C:6]1[C:5]([F:11])=[CH:4][C:3]([OH:12])=[C:2]([Cl:1])[CH:7]=1. (6) The product is: [C:1]1([S:7]([N:10]2[C:14]3=[N:15][CH:16]=[CH:17][CH:18]=[C:13]3[CH:12]=[C:11]2[C:19]([C:27]2[CH:32]=[CH:31][C:30]([S:35]([CH3:34])(=[O:37])=[O:36])=[CH:29][N:28]=2)([OH:26])[CH2:20][CH:21]2[CH2:25][CH2:24][CH2:23][CH2:22]2)(=[O:9])=[O:8])[CH:6]=[CH:5][CH:4]=[CH:3][CH:2]=1. Given the reactants [C:1]1([S:7]([N:10]2[C:14]3=[N:15][CH:16]=[CH:17][CH:18]=[C:13]3[CH:12]=[C:11]2[C:19]([C:27]2[CH:32]=[CH:31][C:30](Br)=[CH:29][N:28]=2)([OH:26])[CH2:20][CH:21]2[CH2:25][CH2:24][CH2:23][CH2:22]2)(=[O:9])=[O:8])[CH:6]=[CH:5][CH:4]=[CH:3][CH:2]=1.[CH3:34][S:35]([O-:37])=[O:36].[Na+].[OH-].[Na+].O, predict the reaction product. (7) The product is: [Cl:1][C:2]1[CH:3]=[C:4]([C@@H:12]([CH2:27][CH:28]2[CH2:32][CH2:31][CH2:30][CH2:29]2)[C:13]([NH:15][C:16]2[CH:21]=[N:20][C:19]([CH:22]([C:50]#[N:51])[OH:23])=[CH:18][N:17]=2)=[O:14])[CH:5]=[CH:6][C:7]=1[S:8]([CH3:11])(=[O:9])=[O:10]. Given the reactants [Cl:1][C:2]1[CH:3]=[C:4]([C@@H:12]([CH2:27][CH:28]2[CH2:32][CH2:31][CH2:30][CH2:29]2)[C:13]([NH:15][C:16]2[CH:21]=[N:20][C:19]([CH:22](OC)[O:23]C)=[CH:18][N:17]=2)=[O:14])[CH:5]=[CH:6][C:7]=1[S:8]([CH3:11])(=[O:10])=[O:9].O.C1(C)C=CC(S(O)(=O)=O)=CC=1.S(=O)(O)[O-].[Na+].[C-:50]#[N:51].[Na+], predict the reaction product. (8) Given the reactants [F:1][C:2]([F:23])([F:22])[C:3]1[CH:4]=[C:5]([C:9]2([CH:15]=[CH:16][C:17]([O:19][CH2:20][CH3:21])=[O:18])[CH2:14][CH2:13][O:12][CH2:11][CH2:10]2)[CH:6]=[CH:7][CH:8]=1, predict the reaction product. The product is: [F:22][C:2]([F:1])([F:23])[C:3]1[CH:4]=[C:5]([C:9]2([CH2:15][CH2:16][C:17]([O:19][CH2:20][CH3:21])=[O:18])[CH2:10][CH2:11][O:12][CH2:13][CH2:14]2)[CH:6]=[CH:7][CH:8]=1. (9) The product is: [CH2:1]([O:5][CH2:6][CH2:7][O:8][C:9]1[CH:10]=[CH:11][C:12]([C:15]2[CH:16]=[CH:17][C:18]3[N:24]([C:25](=[O:30])[C:26]([F:29])([F:27])[F:28])[CH2:23][CH2:22][C:21]([C:31]([NH:35][C:36]4[CH:41]=[CH:40][C:39]([CH:42]([OH:43])[C:44]5[CH:49]=[CH:48][CH:47]=[CH:46][N:45]=5)=[C:38]([C:50]([F:53])([F:51])[F:52])[CH:37]=4)=[O:32])=[CH:20][C:19]=3[CH:34]=2)=[CH:13][CH:14]=1)[CH2:2][CH2:3][CH3:4]. Given the reactants [CH2:1]([O:5][CH2:6][CH2:7][O:8][C:9]1[CH:14]=[CH:13][C:12]([C:15]2[CH:16]=[CH:17][C:18]3[N:24]([C:25](=[O:30])[C:26]([F:29])([F:28])[F:27])[CH2:23][CH2:22][C:21]([C:31](O)=[O:32])=[CH:20][C:19]=3[CH:34]=2)=[CH:11][CH:10]=1)[CH2:2][CH2:3][CH3:4].[NH2:35][C:36]1[CH:41]=[CH:40][C:39]([CH:42]([C:44]2[CH:49]=[CH:48][CH:47]=[CH:46][N:45]=2)[OH:43])=[C:38]([C:50]([F:53])([F:52])[F:51])[CH:37]=1.O.ON1C2C=CC=CC=2N=N1.Cl.C(N=C=NCCCN(C)C)C, predict the reaction product. (10) Given the reactants CC1(C)[O:7][CH2:6][C:5]([NH:28]C(=O)OC(C)(C)C)([CH2:8][N:9]2[C:17]3[C:12](=[CH:13][C:14]([CH2:18][CH2:19][CH2:20][CH2:21][CH2:22][CH2:23][CH2:24][CH3:25])=[CH:15][CH:16]=3)[C:11](=[O:26])[C:10]2=[O:27])[CH2:4][O:3]1.CC1(C)OCC(NC(=O)OC(C)(C)C)(CN2C3C(=CC(CCCCCCCC)=CC=3)C=C2)CO1, predict the reaction product. The product is: [NH2:28][C:5]([CH2:4][OH:3])([CH2:6][OH:7])[CH2:8][N:9]1[C:17]2[C:12](=[CH:13][C:14]([CH2:18][CH2:19][CH2:20][CH2:21][CH2:22][CH2:23][CH2:24][CH3:25])=[CH:15][CH:16]=2)[C:11](=[O:26])[C:10]1=[O:27].